Dataset: Full USPTO retrosynthesis dataset with 1.9M reactions from patents (1976-2016). Task: Predict the reactants needed to synthesize the given product. (1) Given the product [Cl:1][C:2]1[C:7]([CH2:8][N:9]([CH2:10][CH3:11])[C:16]([CH:13]2[CH2:15][CH2:14]2)=[O:18])=[CH:6][C:5]([CH3:12])=[CH:4][N:3]=1, predict the reactants needed to synthesize it. The reactants are: [Cl:1][C:2]1[C:7]([CH2:8][NH:9][CH2:10][CH3:11])=[CH:6][C:5]([CH3:12])=[CH:4][N:3]=1.[CH:13]1([C:16]([OH:18])=O)[CH2:15][CH2:14]1.Cl.C(N=C=NCCCN(C)C)C.O.ON1C2C=CC=CC=2N=N1.C(N(CC)CC)C. (2) Given the product [Cl:42][C:39]1[CH:40]=[CH:41][C:36]([C:29]2[CH2:30][CH2:31][C:32]([F:34])([F:35])[CH2:33][C:28]=2[CH2:27][N:24]2[CH2:23][CH2:22][N:21]([C:19]3[CH:18]=[CH:17][C:12]([C:13]([O:15][CH3:16])=[O:14])=[C:11]([O:10][C:5]4[CH:6]=[CH:7][CH:8]=[C:9]5[C:4]=4[CH:3]=[N:2][N:1]5[C:50]([C:51]4[CH:56]=[CH:55][CH:54]=[CH:53][CH:52]=4)([C:63]4[CH:64]=[CH:65][CH:66]=[CH:67][CH:68]=4)[C:57]4[CH:58]=[CH:59][CH:60]=[CH:61][CH:62]=4)[CH:20]=3)[CH2:26][CH2:25]2)=[CH:37][CH:38]=1, predict the reactants needed to synthesize it. The reactants are: [NH:1]1[C:9]2[C:4](=[C:5]([O:10][C:11]3[CH:20]=[C:19]([N:21]4[CH2:26][CH2:25][N:24]([CH2:27][C:28]5[CH2:33][C:32]([F:35])([F:34])[CH2:31][CH2:30][C:29]=5[C:36]5[CH:41]=[CH:40][C:39]([Cl:42])=[CH:38][CH:37]=5)[CH2:23][CH2:22]4)[CH:18]=[CH:17][C:12]=3[C:13]([O:15][CH3:16])=[O:14])[CH:6]=[CH:7][CH:8]=2)[CH:3]=[N:2]1.C(N(CC)CC)C.[C:50](Cl)([C:63]1[CH:68]=[CH:67][CH:66]=[CH:65][CH:64]=1)([C:57]1[CH:62]=[CH:61][CH:60]=[CH:59][CH:58]=1)[C:51]1[CH:56]=[CH:55][CH:54]=[CH:53][CH:52]=1. (3) Given the product [Br:13][C:14]1[CH:15]=[CH:16][C:17]2[N:18]([CH:20]=[C:21]([C:23]([NH:7][C:6]3[CH:8]=[CH:9][CH:10]=[C:4]([O:3][C:2]([F:11])([F:12])[F:1])[CH:5]=3)=[O:24])[N:22]=2)[CH:19]=1, predict the reactants needed to synthesize it. The reactants are: [F:1][C:2]([F:12])([F:11])[O:3][C:4]1[CH:5]=[C:6]([CH:8]=[CH:9][CH:10]=1)[NH2:7].[Br:13][C:14]1[CH:15]=[CH:16][C:17]2[N:18]([CH:20]=[C:21]([C:23](OCC)=[O:24])[N:22]=2)[CH:19]=1. (4) Given the product [O:16]=[C:15]([C:17]1[CH:22]=[CH:21][CH:20]=[CH:19][CH:18]=1)[CH2:14][CH2:13][O:1][NH:2][C:3](=[O:9])[O:4][C:5]([CH3:8])([CH3:7])[CH3:6], predict the reactants needed to synthesize it. The reactants are: [OH:1][NH:2][C:3](=[O:9])[O:4][C:5]([CH3:8])([CH3:7])[CH3:6].[H-].[Na+].Cl[CH2:13][CH2:14][C:15]([C:17]1[CH:22]=[CH:21][CH:20]=[CH:19][CH:18]=1)=[O:16]. (5) Given the product [Br:1][C:2]1[CH:3]=[C:4]2[C:9](=[CH:10][CH:11]=1)[N:8]=[CH:7][C:6]([C:12]([CH:14]1[CH2:16][CH2:15]1)=[O:13])=[C:5]2[NH:31][CH:28]1[CH2:27][CH2:26][CH:25]([N:22]2[CH2:23][CH2:24][CH:20]([O:19][CH3:18])[CH2:21]2)[CH2:30][CH2:29]1, predict the reactants needed to synthesize it. The reactants are: [Br:1][C:2]1[CH:3]=[C:4]2[C:9](=[CH:10][CH:11]=1)[N:8]=[CH:7][C:6]([C:12]([CH:14]1[CH2:16][CH2:15]1)=[O:13])=[C:5]2Cl.[CH3:18][O:19][CH:20]1[CH2:24][CH2:23][N:22]([CH:25]2[CH2:30][CH2:29][CH:28]([NH2:31])[CH2:27][CH2:26]2)[CH2:21]1. (6) Given the product [OH:1][C:2]1[C:7]([C:8]([NH:10][CH:11]([C:27]2[CH:32]=[CH:31][C:30]([O:33][CH3:34])=[CH:29][CH:28]=2)[C:12]2[CH:13]=[CH:14][C:15]([CH2:16][P:17](=[O:18])([OH:21])[OH:24])=[CH:25][CH:26]=2)=[O:9])=[CH:6][N:5]=[C:4]([C:35]2[N:36]=[N:37][CH:38]=[CH:39][CH:40]=2)[N:3]=1, predict the reactants needed to synthesize it. The reactants are: [OH:1][C:2]1[C:7]([C:8]([NH:10][CH:11]([C:27]2[CH:32]=[CH:31][C:30]([O:33][CH3:34])=[CH:29][CH:28]=2)[C:12]2[CH:26]=[CH:25][C:15]([CH2:16][P:17](=[O:24])([O:21]CC)[O:18]CC)=[CH:14][CH:13]=2)=[O:9])=[CH:6][N:5]=[C:4]([C:35]2[N:36]=[N:37][CH:38]=[CH:39][CH:40]=2)[N:3]=1.C[Si](Br)(C)C.